From a dataset of Forward reaction prediction with 1.9M reactions from USPTO patents (1976-2016). Predict the product of the given reaction. (1) Given the reactants [O:1]1[C:5]2([CH2:10][CH2:9][C:8]([C:11]3[CH:12]=[CH:13][C:14](=[O:17])[NH:15][CH:16]=3)=[CH:7][CH2:6]2)[O:4][CH2:3][CH2:2]1.[H][H], predict the reaction product. The product is: [O:4]1[C:5]2([CH2:6][CH2:7][CH:8]([C:11]3[CH:12]=[CH:13][C:14](=[O:17])[NH:15][CH:16]=3)[CH2:9][CH2:10]2)[O:1][CH2:2][CH2:3]1. (2) Given the reactants Br[C:2]1[CH:3]=[CH:4][C:5]2[S:9][C:8]([CH2:10][CH2:11][CH2:12][S:13][C:14]3[CH:19]=[CH:18][C:17]([O:20][CH2:21][C:22]([O:24][CH2:25][CH3:26])=[O:23])=[C:16]([CH3:27])[CH:15]=3)=[C:7]([CH3:28])[C:6]=2[CH:29]=1.[Br:30]C1C=CC2C(C)=C(CCCBr)SC=2C=1, predict the reaction product. The product is: [Br:30][C:3]1[CH:2]=[CH:29][C:6]2[C:7]([CH3:28])=[C:8]([CH2:10][CH2:11][CH2:12][S:13][C:14]3[CH:19]=[CH:18][C:17]([O:20][CH2:21][C:22]([O:24][CH2:25][CH3:26])=[O:23])=[C:16]([CH3:27])[CH:15]=3)[S:9][C:5]=2[CH:4]=1. (3) Given the reactants C(=O)([O-])[O-].[K+].[K+].[C:7](Cl)(=[O:9])[CH3:8].CN(C=O)C.[OH:16][C:17]1[CH:22]=[CH:21][C:20]([N:23]=[C:24]([O:34][C:35]2[CH:40]=[CH:39][CH:38]=[CH:37][CH:36]=2)[CH:25]=[CH:26][O:27][C:28]2[CH:33]=[CH:32][CH:31]=[CH:30][CH:29]=2)=[CH:19][CH:18]=1, predict the reaction product. The product is: [C:7]([O:16][C:17]1[CH:22]=[CH:21][C:20]([N:23]=[C:24]([O:34][C:35]2[CH:36]=[CH:37][CH:38]=[CH:39][CH:40]=2)[CH:25]=[CH:26][O:27][C:28]2[CH:33]=[CH:32][CH:31]=[CH:30][CH:29]=2)=[CH:19][CH:18]=1)(=[O:9])[CH3:8].